The task is: Predict the product of the given reaction.. This data is from Forward reaction prediction with 1.9M reactions from USPTO patents (1976-2016). (1) Given the reactants Br[C:2]1[CH:13]=[CH:12][C:5]([CH2:6][N:7]2[CH2:11][CH2:10][CH2:9][CH2:8]2)=[CH:4][CH:3]=1.CC(O)C.C(=O)=O.C([Li])CCC.[CH2:26]([O:33][CH2:34][CH:35]1[CH2:38][C:37](=[O:39])[CH2:36]1)[C:27]1[CH:32]=[CH:31][CH:30]=[CH:29][CH:28]=1, predict the reaction product. The product is: [CH2:26]([O:33][CH2:34][CH:35]1[CH2:38][C:37]([C:2]2[CH:13]=[CH:12][C:5]([CH2:6][N:7]3[CH2:11][CH2:10][CH2:9][CH2:8]3)=[CH:4][CH:3]=2)([OH:39])[CH2:36]1)[C:27]1[CH:32]=[CH:31][CH:30]=[CH:29][CH:28]=1. (2) The product is: [CH3:26][O:19][C:18]([C:5]1[CH:6]=[C:7]([C:8]2[CH:9]=[CH:10][C:11]([C:14]([F:15])([F:16])[F:17])=[CH:12][CH:13]=2)[C:2]([O:1][CH2:24][CH2:23][CH2:22][Br:21])=[CH:3][CH:4]=1)=[O:20]. Given the reactants [OH:1][C:2]1[C:7]([C:8]2[CH:13]=[CH:12][C:11]([C:14]([F:17])([F:16])[F:15])=[CH:10][CH:9]=2)=[CH:6][C:5]([C:18]([OH:20])=[O:19])=[CH:4][CH:3]=1.[Br:21][CH2:22][CH2:23][CH2:24]Br.[C:26](=O)([O-])[O-].[K+].[K+], predict the reaction product. (3) Given the reactants [C:1]([O:5][C:6]([N:8]1[CH2:13][CH:12]=[C:11](B2OC(C)(C)C(C)(C)O2)[CH2:10][CH2:9]1)=[O:7])([CH3:4])([CH3:3])[CH3:2].[Br:23][C:24]1[CH:29]=[CH:28][C:27](I)=[CH:26][C:25]=1[F:31].C(=O)([O-])[O-].[K+].[K+].O1CCOCC1, predict the reaction product. The product is: [C:1]([O:5][C:6]([N:8]1[CH2:13][CH:12]=[C:11]([C:27]2[CH:28]=[CH:29][C:24]([Br:23])=[C:25]([F:31])[CH:26]=2)[CH2:10][CH2:9]1)=[O:7])([CH3:2])([CH3:3])[CH3:4]. (4) Given the reactants C([O:4][C@@H:5]1[C@@:9]([C:15]#[N:16])([CH2:10][O:11]C(=O)C)[O:8][C@@H:7]([N:17]2[C:26]3[N:25]=[C:24]([F:27])[N:23]=[C:21]([NH2:22])[C:20]=3[N:19]=[CH:18]2)[CH2:6]1)(=O)C.N, predict the reaction product. The product is: [C:15]([C@:9]1([CH2:10][OH:11])[O:8][C@@H:7]([N:17]2[C:26]3[N:25]=[C:24]([F:27])[N:23]=[C:21]([NH2:22])[C:20]=3[N:19]=[CH:18]2)[CH2:6][C@@H:5]1[OH:4])#[N:16]. (5) Given the reactants [Cl:1][C:2]1[CH:3]=[C:4]([C:9]2[O:13][C:12]([CH2:14][CH2:15][NH:16][C:17]([C:19]3[NH:23][N:22]=[C:21]([C:24](O)=[O:25])[CH:20]=3)=[O:18])=[CH:11][CH:10]=2)[CH:5]=[CH:6][C:7]=1[Cl:8].[NH:27]1[CH2:32][CH2:31][CH:30]([CH2:33][CH2:34][OH:35])[CH2:29][CH2:28]1, predict the reaction product. The product is: [Cl:1][C:2]1[CH:3]=[C:4]([C:9]2[O:13][C:12]([CH2:14][CH2:15][NH:16][C:17]([C:19]3[NH:23][N:22]=[C:21]([C:24]([N:27]4[CH2:32][CH2:31][CH:30]([CH2:33][CH2:34][OH:35])[CH2:29][CH2:28]4)=[O:25])[CH:20]=3)=[O:18])=[CH:11][CH:10]=2)[CH:5]=[CH:6][C:7]=1[Cl:8]. (6) Given the reactants [F:1][C:2]([F:13])([F:12])[O:3][C:4]1[CH:5]=[C:6]([NH2:11])[C:7]([NH2:10])=[CH:8][CH:9]=1.C(OC([NH:21][C:22]1([C:37](O)=O)[CH2:27][CH2:26][N:25]([C:28]2[C:29]3[CH:36]=[CH:35][NH:34][C:30]=3[N:31]=[CH:32][N:33]=2)[CH2:24][CH2:23]1)=O)(C)(C)C.F[P-](F)(F)(F)(F)F.N1(OC(N(C)C)=[N+](C)C)C2N=CC=CC=2N=N1.C(N(C(C)C)C(C)C)C.Cl, predict the reaction product. The product is: [N:31]1[C:30]2[NH:34][CH:35]=[CH:36][C:29]=2[C:28]([N:25]2[CH2:24][CH2:23][C:22]([C:37]3[NH:10][C:7]4[CH:8]=[CH:9][C:4]([O:3][C:2]([F:12])([F:13])[F:1])=[CH:5][C:6]=4[N:11]=3)([NH2:21])[CH2:27][CH2:26]2)=[N:33][CH:32]=1. (7) Given the reactants [Cl:1][CH2:2][C:3]([NH:5][C:6]1[CH:11]=[C:10]([C:12]2[CH:17]=[CH:16][CH:15]=[CH:14][N:13]=2)[N:9]=[C:8]([C:18]2O[C:20](C)=[CH:21][CH:22]=2)[N:7]=1)=[O:4].[S:24]1C=CC=C1C(N)=N, predict the reaction product. The product is: [Cl:1][CH2:2][C:3]([NH:5][C:6]1[CH:11]=[C:10]([C:12]2[CH:17]=[CH:16][CH:15]=[CH:14][N:13]=2)[N:9]=[C:8]([C:18]2[S:24][CH:20]=[CH:21][CH:22]=2)[N:7]=1)=[O:4]. (8) The product is: [CH3:29][C:30]1[CH:35]=[C:34]([CH3:36])[N:33]=[C:32]([N:37]2[CH2:44][CH:43]3[CH:39]([CH2:40][N:41]([C:67]([C:66]4[C:70]([C:74]5[O:78][N:77]=[C:76]([CH3:79])[N:75]=5)=[CH:71][CH:72]=[CH:73][C:65]=4[F:64])=[O:68])[CH2:42]3)[CH2:38]2)[N:31]=1. Given the reactants N1N=C(C2C=CC=CC=2C(N2CC3CN(C(OC(C)(C)C)=O)CC3C2)=O)NC=1.[CH3:29][C:30]1[CH:35]=[C:34]([CH3:36])[N:33]=[C:32]([N:37]2[CH2:44][CH:43]3[CH:39]([CH2:40][NH:41][CH2:42]3)[CH2:38]2)[N:31]=1.CC(O)=O.C(OC(N1CC2C(CNC2)C1)=O)(C)(C)C.[F:64][C:65]1[CH:73]=[CH:72][CH:71]=[C:70]([C:74]2[O:78][N:77]=[C:76]([CH3:79])[N:75]=2)[C:66]=1[C:67](O)=[O:68].N1N=C(C2C=CC=CC=2C(O)=O)NC=1, predict the reaction product. (9) Given the reactants C[N:2]([CH:4]([O:7]C)OC)[CH3:3].C1CC[N:17]2[C:12](=[N:13][CH2:14][CH2:15][CH2:16]2)CC1.[CH3:20][N:21]([CH2:23][CH2:24][OH:25])[CH3:22].C[C:27]([O-])([CH3:29])[CH3:28].[K+].Cl.[C:33]1([NH2:40])[CH:38]=[CH:37][CH:36]=[CH:35][C:34]=1N.CN(C(ON1N=[N:56][C:51]2[CH:52]=[CH:53][CH:54]=[N:55][C:50]1=2)=[N+](C)C)C.F[P-](F)(F)(F)(F)F.C([N:67]([CH2:70][CH3:71])CC)C.CN1C(=O)[CH2:76][CH2:75][CH2:74]1, predict the reaction product. The product is: [NH2:67][C:70]1[CH:71]=[CH:76][CH:75]=[CH:74][C:3]=1[NH:2][C:4](=[O:7])[C:36]1[CH:35]=[CH:34][C:33]([NH:40][C:12]2[N:13]=[C:14]([C:50]3[N:55]4[CH:54]=[CH:53][C:28]([O:25][CH2:24][CH2:23][N:21]([CH3:22])[CH3:20])=[CH:27][C:29]4=[N:56][C:51]=3[CH3:52])[CH:15]=[CH:16][N:17]=2)=[CH:38][CH:37]=1.